This data is from Full USPTO retrosynthesis dataset with 1.9M reactions from patents (1976-2016). The task is: Predict the reactants needed to synthesize the given product. (1) Given the product [Cl:12][C:3]1[C:2]([CH:14]=[O:15])=[CH:7][C:6]([C:8]([F:11])([F:10])[F:9])=[CH:5][N:4]=1, predict the reactants needed to synthesize it. The reactants are: Br[C:2]1[C:3]([Cl:12])=[N:4][CH:5]=[C:6]([C:8]([F:11])([F:10])[F:9])[CH:7]=1.C[C:14](C)=[O:15].[Li]CCCC. (2) Given the product [OH:1][C:2]1[C:11]2[C:6](=[CH:7][C:8]([O:12][CH3:13])=[CH:9][CH:10]=2)[N:5]=[CH:4][CH:3]=1.[C:17]([N:28]1[CH2:29][C@H:30]([O:31][C:2]2[C:11]3[C:6](=[CH:7][C:8]([O:12][CH3:13])=[CH:9][CH:10]=3)[N:5]=[CH:4][CH:3]=2)[CH2:26][C@H:27]1[C:32]([OH:34])=[O:33])([O:18][C:53]([CH3:52])([CH3:48])[CH3:54])=[O:16], predict the reactants needed to synthesize it. The reactants are: [OH:1][C:2]1[C:11]2[C:6](=[CH:7][C:8]([O:12][CH3:13])=[CH:9][CH:10]=2)[N:5]=[CH:4][CH:3]=1.CC[O:16][C:17](/N=N/C(OCC)=O)=[O:18].[CH2:26]1[CH:30]([OH:31])[CH2:29][NH:28][C@@H:27]1[C:32]([OH:34])=[O:33].C1(P([C:48]2[CH:53]=[CH:52]C=CC=2)C2C=CC=CC=2)C=CC=CC=1.[CH2:54]1COCC1. (3) Given the product [N:22]1[C:21]2[C:16](=[N:17][CH:18]=[CH:19][CH:20]=2)[N:15]([C@H:13]2[CH2:12][C@H:11]([NH:10][C:2]3[S:1][C:5]4[CH:6]=[CH:7][CH:8]=[CH:9][C:4]=4[N:3]=3)[CH2:14]2)[CH:23]=1, predict the reactants needed to synthesize it. The reactants are: [S:1]1[C:5]2[CH:6]=[CH:7][CH:8]=[CH:9][C:4]=2[N:3]=[C:2]1[NH:10][C@H:11]1[CH2:14][C@H:13]([NH:15][C:16]2[C:21]([NH2:22])=[CH:20][CH:19]=[CH:18][N:17]=2)[CH2:12]1.[CH:23]([O-])([O-])OCC. (4) Given the product [CH3:36][O:35][C:33](=[O:34])[C:32]1[CH:31]=[CH:30][C:29]([O:8][C:6]2[CH:5]=[CH:4][C:3]([CH:9]([CH3:25])[C:10]([C:16]3[CH:17]=[C:18]([CH3:24])[C:19](=[O:23])[N:20]([CH3:22])[CH:21]=3)([OH:15])[C:11]([F:13])([F:14])[F:12])=[C:2]([Cl:1])[CH:7]=2)=[CH:28][C:27]=1[F:26], predict the reactants needed to synthesize it. The reactants are: [Cl:1][C:2]1[CH:7]=[C:6]([OH:8])[CH:5]=[CH:4][C:3]=1[CH:9]([CH3:25])[C:10]([C:16]1[CH:17]=[C:18]([CH3:24])[C:19](=[O:23])[N:20]([CH3:22])[CH:21]=1)([OH:15])[C:11]([F:14])([F:13])[F:12].[F:26][C:27]1[CH:28]=[C:29](B(O)O)[CH:30]=[CH:31][C:32]=1[C:33]([O:35][CH3:36])=[O:34]. (5) Given the product [CH:30]([NH:29][C:24]([CH:21]1[CH2:20][CH2:19][N:18]([C:10]2[C:11]3[C:16](=[CH:15][N:14]=[CH:13][CH:12]=3)[CH:17]=[C:8]([C:6]3[CH:5]=[CH:4][N:3]=[C:2]([Cl:1])[CH:7]=3)[N:9]=2)[CH2:23][CH2:22]1)=[O:26])([CH3:32])[CH3:31], predict the reactants needed to synthesize it. The reactants are: [Cl:1][C:2]1[CH:7]=[C:6]([C:8]2[N:9]=[C:10]([N:18]3[CH2:23][CH2:22][CH:21]([C:24]([OH:26])=O)[CH2:20][CH2:19]3)[C:11]3[C:16]([CH:17]=2)=[CH:15][N:14]=[CH:13][CH:12]=3)[CH:5]=[CH:4][N:3]=1.CC[N:29](C(C)C)[CH:30]([CH3:32])[CH3:31].C(N)(C)C.C1CN([P+](ON2N=NC3C=CC=CC2=3)(N2CCCC2)N2CCCC2)CC1.F[P-](F)(F)(F)(F)F.C1C=CC2N(O)N=NC=2C=1.